This data is from Catalyst prediction with 721,799 reactions and 888 catalyst types from USPTO. The task is: Predict which catalyst facilitates the given reaction. (1) Reactant: Br[C:2]1[C:6]2[CH:7]=[CH:8][CH:9]=[CH:10][C:5]=2[O:4][C:3]=1[C:11]1[CH:12]=[C:13]2[C:18](=[CH:19][CH:20]=1)[N:17]=[C:16]([C:21]([F:24])([F:23])[F:22])[CH:15]=[C:14]2[O:25][CH3:26].CCN(CC)CC.[CH3:34][C:35]1C=C[CH:38]=[CH:37][C:36]=1P([C:36]1[CH:37]=[CH:38]C=C[C:35]=1[CH3:34])[C:36]1[CH:37]=[CH:38]C=C[C:35]=1[CH3:34]. Product: [CH:34]([C:2]1[C:6]2[CH:7]=[CH:8][CH:9]=[CH:10][C:5]=2[O:4][C:3]=1[C:11]1[CH:12]=[C:13]2[C:18](=[CH:19][CH:20]=1)[N:17]=[C:16]([C:21]([F:24])([F:23])[F:22])[CH:15]=[C:14]2[O:25][CH3:26])=[CH:35][CH2:36][CH2:37][CH3:38]. The catalyst class is: 416. (2) Reactant: [CH3:1][N:2]([CH3:12])[S:3]([C:6]1[CH:11]=[CH:10][CH:9]=[CH:8][CH:7]=1)(=[O:5])=[O:4].C([Li])CCC.CN(C)[CH:20]=[O:21].S(=O)(O)[O-].[Na+].C(=O)([O-])[O-].[Na+].[Na+]. Product: [CH:20]([C:11]1[CH:10]=[CH:9][CH:8]=[CH:7][C:6]=1[S:3]([N:2]([CH3:12])[CH3:1])(=[O:4])=[O:5])=[O:21]. The catalyst class is: 90. (3) Reactant: [C:1]([C@@:3]1([CH2:25][CH3:26])[CH2:7][CH2:6][N:5]([C:8]2[CH:13]=[CH:12][N:11]=[C:10]([NH:14][C:15]3[CH:23]=[CH:22][C:18]([C:19]([OH:21])=O)=[CH:17][CH:16]=3)[N:9]=2)[C:4]1=[O:24])#[N:2].Cl.[NH2:28][C:29]1([C:32]#[N:33])[CH2:31][CH2:30]1.C(N=C=NCCCN(C)C)C.ON1C2C=CC=CC=2N=N1.C(=O)([O-])O.[Na+]. Product: [C:32]([C:29]1([NH:28][C:19](=[O:21])[C:18]2[CH:22]=[CH:23][C:15]([NH:14][C:10]3[N:9]=[C:8]([N:5]4[CH2:6][CH2:7][C@@:3]([C:1]#[N:2])([CH2:25][CH3:26])[C:4]4=[O:24])[CH:13]=[CH:12][N:11]=3)=[CH:16][CH:17]=2)[CH2:31][CH2:30]1)#[N:33]. The catalyst class is: 289. (4) The catalyst class is: 413. Product: [NH2:7][C:8]1[C:9]([F:22])=[C:10]([NH:15][S:16]([CH:19]([CH3:20])[CH3:21])(=[O:18])=[O:17])[CH:11]=[CH:12][C:13]=1[F:14]. Reactant: C(OC(=O)[NH:7][C:8]1[C:13]([F:14])=[CH:12][CH:11]=[C:10]([NH:15][S:16]([CH:19]([CH3:21])[CH3:20])(=[O:18])=[O:17])[C:9]=1[F:22])(C)(C)C.Cl. (5) Reactant: [NH2:1][C:2]1[CH:3]=[C:4]([C:26]([F:29])([F:28])[F:27])[C:5]2[N:6]([C:8]([Cl:25])=[C:9]([C:11]([N:13]3[CH2:17][CH2:16][CH:15]([C:18]4[CH:23]=[CH:22][C:21]([F:24])=[CH:20][CH:19]=4)[CH2:14]3)=[O:12])[N:10]=2)[CH:7]=1.N1C=CC=CC=1.[C:36](Cl)(=[O:38])[CH3:37]. Product: [Cl:25][C:8]1[N:6]2[CH:7]=[C:2]([NH:1][C:36](=[O:38])[CH3:37])[CH:3]=[C:4]([C:26]([F:29])([F:28])[F:27])[C:5]2=[N:10][C:9]=1[C:11]([N:13]1[CH2:17][CH2:16][CH:15]([C:18]2[CH:19]=[CH:20][C:21]([F:24])=[CH:22][CH:23]=2)[CH2:14]1)=[O:12]. The catalyst class is: 31. (6) Reactant: [CH3:1][C:2]1[CH:3]=[C:4]([CH2:8][C:9](=[O:11])[CH3:10])[CH:5]=[CH:6][CH:7]=1.[ClH:12].[CH3:13][NH:14][CH3:15].[CH2:16]=O. Product: [ClH:12].[CH3:13][N:14]([CH3:16])[CH2:15][CH:8]([C:4]1[CH:3]=[C:2]([CH3:1])[CH:7]=[CH:6][CH:5]=1)[C:9](=[O:11])[CH3:10]. The catalyst class is: 502.